Dataset: Full USPTO retrosynthesis dataset with 1.9M reactions from patents (1976-2016). Task: Predict the reactants needed to synthesize the given product. (1) Given the product [Br:1][C:2]1[CH:3]=[C:4]2[CH:10]=[N:9][N:8]([C:11]([O:13][C:14]([CH3:17])([CH3:16])[CH3:15])=[O:12])[C:5]2=[N:6][CH:7]=1, predict the reactants needed to synthesize it. The reactants are: [Br:1][C:2]1[CH:3]=[C:4]2[CH:10]=[N:9][NH:8][C:5]2=[N:6][CH:7]=1.[C:11](O[C:11]([O:13][C:14]([CH3:17])([CH3:16])[CH3:15])=[O:12])([O:13][C:14]([CH3:17])([CH3:16])[CH3:15])=[O:12].C(N(CC)CC)C. (2) Given the product [O-:36][N+:9]1[C:10]2[CH:11]=[C:12]([O:16][CH2:17][CH2:18][NH:19][C:20](=[O:26])[O:21][C:22]([CH3:25])([CH3:24])[CH3:23])[CH:13]=[CH:14][C:15]=2[C:6]2[S:5][C:4]([CH2:1][CH2:2][CH3:3])=[N:27][C:7]=2[CH:8]=1, predict the reactants needed to synthesize it. The reactants are: [CH2:1]([C:4]1[S:5][C:6]2[C:15]3[CH:14]=[CH:13][C:12]([O:16][CH2:17][CH2:18][NH:19][C:20](=[O:26])[O:21][C:22]([CH3:25])([CH3:24])[CH3:23])=[CH:11][C:10]=3[N:9]=[CH:8][C:7]=2[N:27]=1)[CH2:2][CH3:3].C1C=C(Cl)C=C(C(OO)=[O:36])C=1.